This data is from Full USPTO retrosynthesis dataset with 1.9M reactions from patents (1976-2016). The task is: Predict the reactants needed to synthesize the given product. The reactants are: [NH2:1][CH:2]1[CH2:11][CH2:10][CH2:9][C:8]2[CH:7]=[C:6]([CH:12]=[CH:13][C:14]#[N:15])[CH:5]=[CH:4][C:3]1=2.[Cl:16][C:17]1[CH:18]=[C:19]([S:24]([NH:27][CH:28]([C:33]2[CH:38]=[CH:37][C:36]([F:39])=[CH:35][CH:34]=2)[CH2:29][C:30](O)=[O:31])(=[O:26])=[O:25])[CH:20]=[CH:21][C:22]=1[Cl:23].CN(C(ON1N=NC2C=CC=NC1=2)=[N+](C)C)C.F[P-](F)(F)(F)(F)F.C(Cl)CCl.CCN(C(C)C)C(C)C. Given the product [C:14]([CH:13]=[CH:12][C:6]1[CH:7]=[C:8]2[C:3](=[CH:4][CH:5]=1)[CH:2]([NH:1][C:30](=[O:31])[CH2:29][CH:28]([NH:27][S:24]([C:19]1[CH:20]=[CH:21][C:22]([Cl:23])=[C:17]([Cl:16])[CH:18]=1)(=[O:26])=[O:25])[C:33]1[CH:38]=[CH:37][C:36]([F:39])=[CH:35][CH:34]=1)[CH2:11][CH2:10][CH2:9]2)#[N:15], predict the reactants needed to synthesize it.